From a dataset of Forward reaction prediction with 1.9M reactions from USPTO patents (1976-2016). Predict the product of the given reaction. Given the reactants [NH2:1][C:2]1[N:10]=[CH:9][N:8]=[C:7]2[C:3]=1[N:4]=[CH:5][N:6]2[C@H:11]1[C@@H:15]2[O:16]C(C)(C)[O:18][C@@H:14]2[C@@H:13]([CH2:21][N:22]([CH:38]([CH3:40])[CH3:39])[CH2:23][CH2:24][CH2:25][NH:26][C:27]([NH:29][C:30]2[CH:35]=[CH:34][CH:33]=[C:32]([CH2:36][CH3:37])[CH:31]=2)=[O:28])[O:12]1.C([O-])([O-])=O.[K+].[K+].O, predict the reaction product. The product is: [NH2:1][C:2]1[N:10]=[CH:9][N:8]=[C:7]2[C:3]=1[N:4]=[CH:5][N:6]2[C@@H:11]1[O:12][C@H:13]([CH2:21][N:22]([CH:38]([CH3:39])[CH3:40])[CH2:23][CH2:24][CH2:25][NH:26][C:27]([NH:29][C:30]2[CH:35]=[CH:34][CH:33]=[C:32]([CH2:36][CH3:37])[CH:31]=2)=[O:28])[C@@H:14]([OH:18])[C@H:15]1[OH:16].